The task is: Predict the product of the given reaction.. This data is from Forward reaction prediction with 1.9M reactions from USPTO patents (1976-2016). (1) The product is: [C:1]([C:5]1[O:9][N:8]=[C:7]([NH:10][C:11]([C@@H:13]2[CH2:17][CH2:16][CH2:15][N:14]2[C:26]([N:23]2[CH2:24][CH2:25][S:20](=[O:29])(=[O:19])[CH2:21][CH2:22]2)=[O:27])=[O:12])[CH:6]=1)([CH3:4])([CH3:2])[CH3:3]. Given the reactants [C:1]([C:5]1[O:9][N:8]=[C:7]([NH:10][C:11]([C@@H:13]2[CH2:17][CH2:16][CH2:15][NH:14]2)=[O:12])[CH:6]=1)([CH3:4])([CH3:3])[CH3:2].Cl.[O:19]=[S:20]1(=[O:29])[CH2:25][CH2:24][N:23]([C:26](Cl)=[O:27])[CH2:22][CH2:21]1.C(N(CC)C(C)C)(C)C, predict the reaction product. (2) Given the reactants [C:1]([C:3]1([NH:6][C:7](=[O:35])[C@H:8]([CH2:30][C:31]([F:34])([CH3:33])[CH3:32])[NH:9][C@@H:10]([C:15]2[CH:20]=[CH:19][C:18](B3OC(C)(C)C(C)(C)O3)=[CH:17][CH:16]=2)[C:11]([F:14])([F:13])[F:12])[CH2:5][CH2:4]1)#[N:2].Br[C:37]1[CH:42]=[CH:41][C:40]([C@H:43]([CH3:47])[C:44]([OH:46])=[O:45])=[CH:39][CH:38]=1.C(=O)([O-])[O-].[Na+].[Na+], predict the reaction product. The product is: [C:1]([C:3]1([NH:6][C:7](=[O:35])[C@H:8]([CH2:30][C:31]([F:34])([CH3:33])[CH3:32])[NH:9][C@@H:10]([C:15]2[CH:20]=[CH:19][C:18]([C:37]3[CH:42]=[CH:41][C:40]([C@@H:43]([C:44]([OH:46])=[O:45])[CH3:47])=[CH:39][CH:38]=3)=[CH:17][CH:16]=2)[C:11]([F:14])([F:12])[F:13])[CH2:5][CH2:4]1)#[N:2].